From a dataset of Peptide-MHC class I binding affinity with 185,985 pairs from IEDB/IMGT. Regression. Given a peptide amino acid sequence and an MHC pseudo amino acid sequence, predict their binding affinity value. This is MHC class I binding data. The peptide sequence is SQIFNIISYI. The MHC is HLA-A29:02 with pseudo-sequence HLA-A29:02. The binding affinity (normalized) is 0.349.